Predict which catalyst facilitates the given reaction. From a dataset of Catalyst prediction with 721,799 reactions and 888 catalyst types from USPTO. (1) Reactant: [Cl:1][C:2]1[CH:7]=[CH:6][N:5]=[C:4]([NH2:8])[CH:3]=1.[Br:9][CH2:10][C:11](=O)[CH2:12]Br. Product: [Br:9][CH2:10][C:11]1[N:8]=[C:4]2[CH:3]=[C:2]([Cl:1])[CH:7]=[CH:6][N:5]2[CH:12]=1. The catalyst class is: 57. (2) Reactant: C[O:2][C:3](=[O:30])[C:4]1[CH:9]=[C:8]([O:10][CH3:11])[C:7]([C:12]([CH3:15])([CH3:14])[CH3:13])=[CH:6][C:5]=1[C:16]1[C:17]([O:22][CH2:23][C:24]2[CH:29]=[CH:28][CH:27]=[CH:26][CH:25]=2)=[N:18][CH:19]=[CH:20][CH:21]=1.C1COCC1.[OH-].[Na+].Cl. Product: [CH2:23]([O:22][C:17]1[C:16]([C:5]2[CH:6]=[C:7]([C:12]([CH3:13])([CH3:15])[CH3:14])[C:8]([O:10][CH3:11])=[CH:9][C:4]=2[C:3]([OH:30])=[O:2])=[CH:21][CH:20]=[CH:19][N:18]=1)[C:24]1[CH:29]=[CH:28][CH:27]=[CH:26][CH:25]=1. The catalyst class is: 24. (3) The catalyst class is: 642. Reactant: [CH2:1]([C@@H:8]1[CH2:12][O:11][C:10](=[O:13])[N:9]1[C:14](=[O:20])[CH2:15][C:16]([CH3:19])([CH3:18])[CH3:17])[C:2]1[CH:7]=[CH:6][CH:5]=[CH:4][CH:3]=1.CCN(C(C)C)C(C)C.Cl[CH2:31][O:32]CC1C=CC=CC=1. Product: [CH2:1]([C@@H:8]1[CH2:12][O:11][C:10](=[O:13])[N:9]1[C:14](=[O:20])[C@H:15]([CH2:31][OH:32])[C:16]([CH3:17])([CH3:19])[CH3:18])[C:2]1[CH:3]=[CH:4][CH:5]=[CH:6][CH:7]=1. (4) Reactant: [OH:1][C:2]1[C:3]([CH3:11])=[C:4]([CH:8]=[CH:9][CH:10]=1)[C:5]([OH:7])=[O:6].[H-].[Na+].[CH2:14](Br)[C:15]1[CH:20]=[CH:19][CH:18]=[CH:17][CH:16]=1.O. Product: [CH2:14]([O:1][C:2]1[C:3]([CH3:11])=[C:4]([CH:8]=[CH:9][CH:10]=1)[C:5]([OH:7])=[O:6])[C:15]1[CH:20]=[CH:19][CH:18]=[CH:17][CH:16]=1. The catalyst class is: 213. (5) Product: [Cl:22][C:19]1[CH:20]=[CH:21][C:16]([S:15][C:14]2[C:10]([C:7]3[N:8]=[CH:9][C:4]([CH2:3][CH2:2][OH:30])=[N:5][CH:6]=3)=[N:11][N:12]([C:23]3[CH:24]=[CH:25][C:26]([F:29])=[CH:27][CH:28]=3)[CH:13]=2)=[CH:17][CH:18]=1. Reactant: C[C:2](=[O:30])[CH2:3][C:4]1[CH:9]=[N:8][C:7]([C:10]2[C:14]([S:15][C:16]3[CH:21]=[CH:20][C:19]([Cl:22])=[CH:18][CH:17]=3)=[CH:13][N:12]([C:23]3[CH:28]=[CH:27][C:26]([F:29])=[CH:25][CH:24]=3)[N:11]=2)=[CH:6][N:5]=1.[BH4-].[Na+]. The catalyst class is: 5. (6) Reactant: C([O:3][C:4](=[O:24])[CH2:5][N:6]1[C:10]2([CH2:15][CH2:14][CH2:13][CH2:12][CH2:11]2)[N:9]=[C:8]([C:16]2[CH:21]=[CH:20][CH:19]=[C:18]([Cl:22])[CH:17]=2)[C:7]1=[O:23])C.[OH-].[Na+]. Product: [Cl:22][C:18]1[CH:17]=[C:16]([C:8]2[C:7](=[O:23])[N:6]([CH2:5][C:4]([OH:24])=[O:3])[C:10]3([CH2:15][CH2:14][CH2:13][CH2:12][CH2:11]3)[N:9]=2)[CH:21]=[CH:20][CH:19]=1. The catalyst class is: 24. (7) Reactant: FC(F)(F)S(O[C:7]1[CH:12]=[CH:11][CH:10]=[C:9]([C:13]2[CH:18]=[CH:17][CH:16]=[C:15]([C:19]([O:21][CH3:22])=[O:20])[CH:14]=2)[C:8]=1[C:23]([O:25][CH3:26])=[O:24])(=O)=O.[Li+].[Cl-].[CH2:31](N(CC)CC)[CH3:32].C([Sn](CCCC)(CCCC)C=C)CCC. Product: [CH:31]([C:7]1[CH:12]=[CH:11][CH:10]=[C:9]([C:13]2[CH:18]=[CH:17][CH:16]=[C:15]([C:19]([O:21][CH3:22])=[O:20])[CH:14]=2)[C:8]=1[C:23]([O:25][CH3:26])=[O:24])=[CH2:32]. The catalyst class is: 77.